This data is from Full USPTO retrosynthesis dataset with 1.9M reactions from patents (1976-2016). The task is: Predict the reactants needed to synthesize the given product. Given the product [Cl:22][C:7]1[CH:8]=[C:9]2[C:4](=[CH:5][CH:6]=1)[N:3]=[C:2]([C:34]1[CH:33]=[CH:32][C:31]([CH2:30][N:27]3[CH2:28][CH2:29][O:24][CH2:25][CH2:26]3)=[CH:36][CH:35]=1)[CH:11]=[C:10]2[C:12]([NH:14][CH2:15][CH2:16][N:17]1[CH2:21][CH2:20][CH2:19][CH2:18]1)=[O:13], predict the reactants needed to synthesize it. The reactants are: Cl[C:2]1[CH:11]=[C:10]([C:12]([NH:14][CH2:15][CH2:16][N:17]2[CH2:21][CH2:20][CH2:19][CH2:18]2)=[O:13])[C:9]2[C:4](=[CH:5][CH:6]=[C:7]([Cl:22])[CH:8]=2)[N:3]=1.Cl.[O:24]1[CH2:29][CH2:28][N:27]([CH2:30][C:31]2[CH:36]=[CH:35][C:34](B(O)O)=[CH:33][CH:32]=2)[CH2:26][CH2:25]1.P([O-])([O-])([O-])=O.[K+].[K+].[K+].